From a dataset of Peptide-MHC class I binding affinity with 185,985 pairs from IEDB/IMGT. Regression. Given a peptide amino acid sequence and an MHC pseudo amino acid sequence, predict their binding affinity value. This is MHC class I binding data. (1) The peptide sequence is MHKMVEIPF. The MHC is H-2-Kb with pseudo-sequence H-2-Kb. The binding affinity (normalized) is 0.0115. (2) The peptide sequence is AYMNTPGLPV. The MHC is Patr-A0901 with pseudo-sequence Patr-A0901. The binding affinity (normalized) is 0.696.